This data is from Forward reaction prediction with 1.9M reactions from USPTO patents (1976-2016). The task is: Predict the product of the given reaction. (1) Given the reactants [Cl:1][C:2]1[N:3]=[N:4][C:5](Cl)=[C:6]([C:15]2[CH:20]=[CH:19][N:18]=[CH:17][CH:16]=2)[C:7]=1[C:8]1[CH:13]=[CH:12][C:11]([Cl:14])=[CH:10][CH:9]=1.CC#N.[OH2:25], predict the reaction product. The product is: [Cl:1][C:2]1[N:3]=[N:4][C:5]([OH:25])=[C:6]([C:15]2[CH:20]=[CH:19][N:18]=[CH:17][CH:16]=2)[C:7]=1[C:8]1[CH:13]=[CH:12][C:11]([Cl:14])=[CH:10][CH:9]=1. (2) Given the reactants [CH3:1][C:2]1([CH3:22])[C:11]2[C:6](=[CH:7][CH:8]=[CH:9][CH:10]=2)[CH:5]([C:12]2[CH:17]=[CH:16][C:15]([C:18]([F:21])([F:20])[F:19])=[CH:14][CH:13]=2)[NH:4][CH2:3]1.[F:23][C:24]1[CH:29]=[CH:28][C:27]([N:30]=[C:31]=[O:32])=[CH:26][CH:25]=1, predict the reaction product. The product is: [F:23][C:24]1[CH:29]=[CH:28][C:27]([NH:30][C:31]([N:4]2[CH2:3][C:2]([CH3:22])([CH3:1])[C:11]3[C:6](=[CH:7][CH:8]=[CH:9][CH:10]=3)[CH:5]2[C:12]2[CH:17]=[CH:16][C:15]([C:18]([F:21])([F:19])[F:20])=[CH:14][CH:13]=2)=[O:32])=[CH:26][CH:25]=1. (3) Given the reactants [CH2:1]([CH:8]1[C:17]2[C:12](=[CH:13][CH:14]=[C:15]([CH2:18][NH:19][S:20]([CH2:23][CH2:24][CH2:25][F:26])(=[O:22])=[O:21])[CH:16]=2)[CH2:11][CH2:10][CH:9]1[NH:27]C(=O)OC(C)(C)C)[C:2]1[CH:7]=[CH:6][CH:5]=[CH:4][CH:3]=1.[F:35][C:36]([F:41])([F:40])[C:37]([OH:39])=[O:38], predict the reaction product. The product is: [F:35][C:36]([F:41])([F:40])[C:37]([OH:39])=[O:38].[NH2:27][CH:9]1[CH:8]([CH2:1][C:2]2[CH:7]=[CH:6][CH:5]=[CH:4][CH:3]=2)[C:17]2[CH:16]=[C:15]([CH2:18][NH:19][S:20]([CH2:23][CH2:24][CH2:25][F:26])(=[O:22])=[O:21])[CH:14]=[CH:13][C:12]=2[CH2:11][CH2:10]1. (4) Given the reactants [F:1][C:2]1[CH:7]=[CH:6][C:5]([N:8]2[C:16]3[CH:15]=[CH:14][CH:13]=[C:12]([C:17](Cl)=[O:18])[C:11]=3[CH:10]=[N:9]2)=[CH:4][CH:3]=1.[Br:20][C:21]1[N:26]=[CH:25][C:24](NC)=[CH:23][CH:22]=1.C[CH2:30][N:31](C(C)C)C(C)C, predict the reaction product. The product is: [Br:20][C:21]1[N:26]=[CH:25][C:24]([CH2:30][NH:31][C:17]([C:12]2[C:11]3[CH:10]=[N:9][N:8]([C:5]4[CH:6]=[CH:7][C:2]([F:1])=[CH:3][CH:4]=4)[C:16]=3[CH:15]=[CH:14][CH:13]=2)=[O:18])=[CH:23][CH:22]=1. (5) Given the reactants [CH2:1]([OH:5])[CH2:2][CH:3]=[CH2:4].[S:6](Cl)([C:9]1[CH:15]=[CH:14][C:12]([CH3:13])=[CH:11][CH:10]=1)(=[O:8])=[O:7], predict the reaction product. The product is: [CH2:1]([OH:5])[CH2:2][CH:3]=[CH2:4].[CH3:13][C:12]1[CH:14]=[CH:15][C:9]([S:6]([O-:5])(=[O:8])=[O:7])=[CH:10][CH:11]=1. (6) Given the reactants [CH3:1][O:2][C:3](=[O:26])[CH2:4][CH:5]([NH:17]C1C=CC=CC=1OC)[C:6]1[C:7]([Cl:16])=[N:8][C:9]2[C:14]([CH:15]=1)=[CH:13][CH:12]=[CH:11][CH:10]=2.[K+].[Br-], predict the reaction product. The product is: [CH3:1][O:2][C:3](=[O:26])[CH2:4][CH:5]([NH2:17])[C:6]1[C:7]([Cl:16])=[N:8][C:9]2[C:14]([CH:15]=1)=[CH:13][CH:12]=[CH:11][CH:10]=2. (7) The product is: [NH2:7][C:8]1[CH:12]=[C:11]([C:13]2[CH:14]=[CH:15][C:16]([Cl:19])=[CH:17][CH:18]=2)[S:10][C:9]=1[C:20]([NH2:21])=[O:22]. Given the reactants C(OC(=O)[NH:7][C:8]1[CH:12]=[C:11]([C:13]2[CH:18]=[CH:17][C:16]([Cl:19])=[CH:15][CH:14]=2)[S:10][C:9]=1[C:20](=[O:22])[NH2:21])(C)(C)C.C(O)(C(F)(F)F)=O.C([O-])(O)=O.[Na+], predict the reaction product.